From a dataset of Full USPTO retrosynthesis dataset with 1.9M reactions from patents (1976-2016). Predict the reactants needed to synthesize the given product. Given the product [Cl:1][C:2]1[CH:3]=[C:4]2[C:9](=[CH:10][C:11]=1[C:12]([N:67]1[CH2:68][CH2:69][CH2:70][C@H:66]1[CH2:65][O:64][CH3:63])=[O:14])[N:8]=[CH:7][N:6]=[C:5]2[NH:15][CH:16]([C:18]1[NH:22][C:21]2[CH:23]=[CH:24][C:25]([Cl:27])=[CH:26][C:20]=2[N:19]=1)[CH3:17], predict the reactants needed to synthesize it. The reactants are: [Cl:1][C:2]1[CH:3]=[C:4]2[C:9](=[CH:10][C:11]=1[C:12]([OH:14])=O)[N:8]=[CH:7][N:6]=[C:5]2[NH:15][CH:16]([C:18]1[NH:22][C:21]2[CH:23]=[CH:24][C:25]([Cl:27])=[CH:26][C:20]=2[N:19]=1)[CH3:17].FC1C(OC(N(C)C)=[N+](C)C)=C(F)C(F)=C(F)C=1F.F[P-](F)(F)(F)(F)F.C(N(C(C)C)CC)(C)C.[CH3:63][O:64][CH2:65][C@@H:66]1[CH2:70][CH2:69][CH2:68][NH:67]1.